This data is from Catalyst prediction with 721,799 reactions and 888 catalyst types from USPTO. The task is: Predict which catalyst facilitates the given reaction. (1) Reactant: [OH:1][C:2]1[CH:7]=[C:6]([Cl:8])[N:5]=[N:4][C:3]=1Cl.[CH:10]1([C:13]2[CH:18]=[CH:17][CH:16]=[C:15]([CH3:19])[C:14]=2[OH:20])[CH2:12][CH2:11]1.C(C1C=CC=CC=1)(=O)C1C=CC=CC=1.[OH-].[K+].Cl. Product: [Cl:8][C:6]1[N:5]=[N:4][C:3]([O:20][C:14]2[C:15]([CH3:19])=[CH:16][CH:17]=[CH:18][C:13]=2[CH:10]2[CH2:11][CH2:12]2)=[C:2]([OH:1])[CH:7]=1. The catalyst class is: 5. (2) Reactant: [O:1]=[C:2]1[NH:7][C:6](=[O:8])[CH:5]=[C:4]([O:9][CH2:10][CH2:11][CH3:12])[N:3]1[CH2:13][C:14]1[CH:19]=[CH:18][C:17]([C:20]2[C:21]([C:26]#[N:27])=[CH:22][CH:23]=[CH:24][CH:25]=2)=[CH:16][CH:15]=1.Br[CH2:29][C:30]([C:32]1[CH:37]=[CH:36][C:35]([O:38][CH3:39])=[CH:34][CH:33]=1)=[O:31].CN(C)C=O.[H-].[Na+]. Product: [CH3:39][O:38][C:35]1[CH:36]=[CH:37][C:32]([C:30](=[O:31])[CH2:29][N:7]2[C:6](=[O:8])[CH:5]=[C:4]([O:9][CH2:10][CH2:11][CH3:12])[N:3]([CH2:13][C:14]3[CH:19]=[CH:18][C:17]([C:20]4[C:21]([C:26]#[N:27])=[CH:22][CH:23]=[CH:24][CH:25]=4)=[CH:16][CH:15]=3)[C:2]2=[O:1])=[CH:33][CH:34]=1. The catalyst class is: 13. (3) Reactant: [CH3:1][O:2][C:3]1[N:8]=[N:7][C:6]([NH2:9])=[CH:5][CH:4]=1.Br[CH2:11][C:12]([C:14]1[CH:19]=[CH:18][C:17]([CH3:20])=[C:16]([N+:21]([O-:23])=[O:22])[CH:15]=1)=O. Product: [CH3:1][O:2][C:3]1[CH:4]=[CH:5][C:6]2[N:7]([CH:11]=[C:12]([C:14]3[CH:19]=[CH:18][C:17]([CH3:20])=[C:16]([N+:21]([O-:23])=[O:22])[CH:15]=3)[N:9]=2)[N:8]=1. The catalyst class is: 10. (4) Reactant: [NH2:1][C:2]1[C:7]([C:8]2[CH:9]=[CH:10][C:11]([Cl:28])=[C:12]([CH:27]=2)[C:13]([NH:15][CH2:16][C:17]23[CH2:26][CH:21]4[CH2:22][CH:23]([CH2:25][CH:19]([CH2:20]4)[CH2:18]2)[CH2:24]3)=[O:14])=[CH:6][CH:5]=[CH:4][N:3]=1.[C:29]([O:33][C:34](=[O:37])[CH2:35]Br)([CH3:32])([CH3:31])[CH3:30]. Product: [CH3:30][C:29]([O:33][C:34](=[O:37])[CH2:35][NH:1][C:2]1[C:7]([C:8]2[CH:9]=[CH:10][C:11]([Cl:28])=[C:12]([C:13]([NH:15][CH2:16][C:17]34[CH2:18][CH:19]5[CH2:25][CH:23]([CH2:22][CH:21]([CH2:20]5)[CH2:26]3)[CH2:24]4)=[O:14])[CH:27]=2)=[CH:6][CH:5]=[CH:4][N:3]=1)([CH3:32])[CH3:31]. The catalyst class is: 10. (5) Reactant: [C:1]([O:5][C:6](=[O:19])[NH:7][CH:8]1[CH2:17][C:16]2[C:11](=[N:12][CH:13]=[CH:14][CH:15]=2)[NH:10][C:9]1=[O:18])([CH3:4])([CH3:3])[CH3:2].[H-].[Na+].[CH3:22]I. Product: [C:1]([O:5][C:6](=[O:19])[NH:7][CH:8]1[CH2:17][C:16]2[C:11](=[N:12][CH:13]=[CH:14][CH:15]=2)[N:10]([CH3:22])[C:9]1=[O:18])([CH3:4])([CH3:2])[CH3:3]. The catalyst class is: 18.